Dataset: Forward reaction prediction with 1.9M reactions from USPTO patents (1976-2016). Task: Predict the product of the given reaction. Given the reactants N([O-])=O.[Na+].[CH3:5][CH:6]([CH3:17])[C:7](=O)[CH2:8][C:9]([O:11][C:12]([CH3:15])([CH3:14])[CH3:13])=[O:10].[CH2:18]([O:25][C:26](=[O:31])[CH2:27][C:28]([CH3:30])=O)[C:19]1[CH:24]=[CH:23][CH:22]=[CH:21][CH:20]=1.C([O-])(=O)C.[NH4+:36], predict the reaction product. The product is: [CH:6]([C:7]1[C:27]([C:26]([O:25][CH2:18][C:19]2[CH:24]=[CH:23][CH:22]=[CH:21][CH:20]=2)=[O:31])=[C:28]([CH3:30])[NH:36][C:8]=1[C:9]([O:11][C:12]([CH3:15])([CH3:14])[CH3:13])=[O:10])([CH3:17])[CH3:5].